Dataset: Forward reaction prediction with 1.9M reactions from USPTO patents (1976-2016). Task: Predict the product of the given reaction. (1) Given the reactants [C:1]([O:5][C:6]([N:8]1[C@H:13]([CH3:14])[CH2:12][CH2:11][C@@H:10]([C:15]([OH:17])=O)[CH2:9]1)=[O:7])([CH3:4])([CH3:3])[CH3:2].S(Cl)(Cl)=O.Cl.[NH2:23][CH:24]([C:29](=[O:31])[CH3:30])[C:25]([O:27][CH3:28])=[O:26].CCN(C(C)C)C(C)C, predict the reaction product. The product is: [CH3:28][O:27][C:25](=[O:26])[CH:24]([NH:23][C:15]([C@H:10]1[CH2:9][N:8]([C:6]([O:5][C:1]([CH3:2])([CH3:3])[CH3:4])=[O:7])[C@H:13]([CH3:14])[CH2:12][CH2:11]1)=[O:17])[C:29](=[O:31])[CH3:30]. (2) Given the reactants [CH3:1][N:2]([CH3:14])[C:3]1[CH:4]=[C:5]2[C:10](=[CH:11][CH:12]=1)[C:9](=[O:13])[NH:8][CH:7]=[CH:6]2.C(=O)([O-])[O-].[K+].[K+].[Br:21][C:22]1[CH:27]=[CH:26][CH:25]=[C:24](Br)[CH:23]=1, predict the reaction product. The product is: [Br:21][C:22]1[CH:23]=[C:24]([N:8]2[CH:7]=[CH:6][C:5]3[C:10](=[CH:11][CH:12]=[C:3]([N:2]([CH3:14])[CH3:1])[CH:4]=3)[C:9]2=[O:13])[CH:25]=[CH:26][CH:27]=1. (3) Given the reactants [Cl:1][C:2]1[CH:3]=[CH:4][C:5]([NH:18][CH2:19][CH:20]2[CH2:25][CH2:24][NH:23][CH2:22][CH2:21]2)=[C:6]([CH:17]=1)[C:7]([NH:9][C:10]1[CH:15]=[CH:14][C:13]([Cl:16])=[CH:12][N:11]=1)=[O:8].Cl[C:27]1[CH:32]=[CH:31][N:30]=[C:29]([C:33]([OH:35])=[O:34])[CH:28]=1.C(N(CC)CC)C, predict the reaction product. The product is: [C:33]([C:29]1[CH:28]=[C:27]([N:23]2[CH2:22][CH2:21][CH:20]([CH2:19][NH:18][C:5]3[CH:4]=[CH:3][C:2]([Cl:1])=[CH:17][C:6]=3[C:7]([NH:9][C:10]3[CH:15]=[CH:14][C:13]([Cl:16])=[CH:12][N:11]=3)=[O:8])[CH2:25][CH2:24]2)[CH:32]=[CH:31][N:30]=1)([OH:35])=[O:34]. (4) Given the reactants [F:1][C:2]1[C:11]2[C:6](=[CH:7][CH:8]=[CH:9][CH:10]=2)[C:5]([O:12][CH2:13][C:14]2[CH:19]=[CH:18][C:17]([C:20]([F:23])([F:22])[F:21])=[CH:16][CH:15]=2)=[C:4]([C:24]([O:26]C)=[O:25])[CH:3]=1.[OH-].[Na+].Cl, predict the reaction product. The product is: [F:1][C:2]1[C:11]2[C:6](=[CH:7][CH:8]=[CH:9][CH:10]=2)[C:5]([O:12][CH2:13][C:14]2[CH:15]=[CH:16][C:17]([C:20]([F:23])([F:21])[F:22])=[CH:18][CH:19]=2)=[C:4]([C:24]([OH:26])=[O:25])[CH:3]=1. (5) Given the reactants [I:1][C:2]1[C:3]([CH3:11])=[C:4]([CH:8]=[CH:9][CH:10]=1)[C:5]([OH:7])=O.C(Cl)(=O)C(Cl)=O.[NH2:18][CH:19]1[CH2:24][CH2:23][N:22]([CH3:25])[CH2:21][CH2:20]1.C(N(CC)CC)C, predict the reaction product. The product is: [I:1][C:2]1[C:3]([CH3:11])=[C:4]([CH:8]=[CH:9][CH:10]=1)[C:5]([NH:18][CH:19]1[CH2:24][CH2:23][N:22]([CH3:25])[CH2:21][CH2:20]1)=[O:7]. (6) The product is: [N:1]1[C:10]2[C:5](=[CH:6][CH:7]=[CH:8][CH:9]=2)[N:4]=[CH:3][C:2]=1[C:11]([O:24][C:14]12[CH2:21][CH:20]3[CH2:19][CH:18]([CH2:17][CH:16]([CH2:22]3)[CH2:15]1)[CH2:23]2)=[O:12]. Given the reactants [N:1]1[C:10]2[C:5](=[CH:6][CH:7]=[CH:8][CH:9]=2)[N:4]=[CH:3][C:2]=1[C:11](Cl)=[O:12].[C:14]12([OH:24])[CH2:23][CH:18]3[CH2:19][CH:20]([CH2:22][CH:16]([CH2:17]3)[CH2:15]1)[CH2:21]2.N1C=CC=CC=1, predict the reaction product.